Predict the product of the given reaction. From a dataset of Forward reaction prediction with 1.9M reactions from USPTO patents (1976-2016). (1) Given the reactants Cl[C:2]1[CH:17]=[CH:16][C:5]([C:6]([O:8][CH2:9][C:10]2[CH:15]=[CH:14][CH:13]=[CH:12][CH:11]=2)=[O:7])=[CH:4][N:3]=1.[CH:18]1([NH2:21])[CH2:20][CH2:19]1.C([O-])([O-])=O.[K+].[K+], predict the reaction product. The product is: [CH:18]1([NH:21][C:2]2[CH:17]=[CH:16][C:5]([C:6]([O:8][CH2:9][C:10]3[CH:15]=[CH:14][CH:13]=[CH:12][CH:11]=3)=[O:7])=[CH:4][N:3]=2)[CH2:20][CH2:19]1. (2) Given the reactants Br[CH2:2][C:3]([C@H:5]1[C@@H:9]2[C@@H:10]3[C@@:23]([CH3:26])([CH2:24][CH2:25][C@@:8]2([C:44]([O:46][Si](C(C)(C)C)(C)C)=[O:45])[CH2:7][CH2:6]1)[C@@:22]1([CH3:27])[C@@H:13]([C@:14]2([CH3:43])[C@@H:19]([CH2:20][CH2:21]1)[C:18]([CH3:29])([CH3:28])[C:17]([C:30]1[CH:35]=[CH:34][C:33]([C:36]([O:38][C:39]([CH3:42])([CH3:41])[CH3:40])=[O:37])=[CH:32][CH:31]=1)=[CH:16][CH2:15]2)[CH2:12][CH2:11]3)=[CH2:4].[CH3:54][N:55]([CH3:59])[CH2:56][CH2:57][NH2:58], predict the reaction product. The product is: [C:39]([O:38][C:36]([C:33]1[CH:34]=[CH:35][C:30]([C:17]2[C:18]([CH3:28])([CH3:29])[C@H:19]3[C@:14]([CH3:43])([CH2:15][CH:16]=2)[C@@H:13]2[C@:22]([CH3:27])([C@@:23]4([CH3:26])[C@H:10]([CH2:11][CH2:12]2)[C@H:9]2[C@H:5]([C:3]([CH2:2][NH:58][CH2:57][CH2:56][N:55]([CH3:59])[CH3:54])=[CH2:4])[CH2:6][CH2:7][C@:8]2([C:44]([OH:46])=[O:45])[CH2:25][CH2:24]4)[CH2:21][CH2:20]3)=[CH:31][CH:32]=1)=[O:37])([CH3:42])([CH3:41])[CH3:40]. (3) Given the reactants [F:1][C:2]1[CH:7]=[CH:6][C:5]([N:8]2[CH2:13][C:12]3[CH:14]=[N:15][C:16]([N:18](OC)[CH3:19])=[CH:17][C:11]=3[N:10]([CH3:22])[C:9]2=[O:23])=[CH:4][C:3]=1[N+:24]([O-])=O, predict the reaction product. The product is: [NH2:24][C:3]1[CH:4]=[C:5]([N:8]2[CH2:13][C:12]3[CH:14]=[N:15][C:16]([NH:18][CH3:19])=[CH:17][C:11]=3[N:10]([CH3:22])[C:9]2=[O:23])[CH:6]=[CH:7][C:2]=1[F:1]. (4) Given the reactants [F:1][C@@H:2]1[CH2:6][CH2:5][N:4]([C@@H:7]([CH3:29])[CH2:8][O:9]C(C2C=CC=CC=2)(C2C=CC=CC=2)C2C=CC=CC=2)[CH2:3]1.Cl, predict the reaction product. The product is: [F:1][C@@H:2]1[CH2:6][CH2:5][N:4]([C@@H:7]([CH3:29])[CH2:8][OH:9])[CH2:3]1. (5) Given the reactants [OH-].[Na+].C([O:5][C:6](=[O:49])[CH2:7][CH2:8][C:9]1[CH:14]=[CH:13][CH:12]=[C:11]([CH2:15][NH:16][C:17](=[O:48])[CH2:18][C@H:19]2[O:25][C@H:24]([C:26]3[CH:31]=[CH:30][CH:29]=[C:28]([O:32][CH3:33])[C:27]=3[O:34][CH3:35])[C:23]3[CH:36]=[C:37]([Cl:40])[CH:38]=[CH:39][C:22]=3[N:21]([CH2:41][C:42]([CH3:46])([CH3:45])[CH2:43][OH:44])[C:20]2=[O:47])[CH:10]=1)C.O, predict the reaction product. The product is: [Cl:40][C:37]1[CH:38]=[CH:39][C:22]2[N:21]([CH2:41][C:42]([CH3:45])([CH3:46])[CH2:43][OH:44])[C:20](=[O:47])[C@@H:19]([CH2:18][C:17]([NH:16][CH2:15][C:11]3[CH:10]=[C:9]([CH2:8][CH2:7][C:6]([OH:49])=[O:5])[CH:14]=[CH:13][CH:12]=3)=[O:48])[O:25][C@H:24]([C:26]3[CH:31]=[CH:30][CH:29]=[C:28]([O:32][CH3:33])[C:27]=3[O:34][CH3:35])[C:23]=2[CH:36]=1. (6) Given the reactants C(Cl)(=O)C(Cl)=O.CS(C)=O.[C:11]([N:14]([CH2:28][C:29]1[CH:34]=[CH:33][CH:32]=[CH:31][C:30]=1[CH:35]([OH:37])[CH3:36])[C:15]1[CH:20]=[CH:19][CH:18]=[CH:17][C:16]=1[O:21][C:22]1[CH:27]=[CH:26][CH:25]=[CH:24][CH:23]=1)(=[O:13])[CH3:12].[Cl-].[NH4+], predict the reaction product. The product is: [C:11]([N:14]([CH2:28][C:29]1[CH:34]=[CH:33][CH:32]=[CH:31][C:30]=1[C:35](=[O:37])[CH3:36])[C:15]1[CH:20]=[CH:19][CH:18]=[CH:17][C:16]=1[O:21][C:22]1[CH:27]=[CH:26][CH:25]=[CH:24][CH:23]=1)(=[O:13])[CH3:12].